Dataset: Full USPTO retrosynthesis dataset with 1.9M reactions from patents (1976-2016). Task: Predict the reactants needed to synthesize the given product. The reactants are: [C:1]([O:5][C:6]([N:8]1[CH2:12][CH2:11][CH2:10][CH:9]1C1NC(C2C=CC(C3C=CN=C(OCC4C=CC=CC=4)C=3)=CC=2)=CN=1)=[O:7])([CH3:4])([CH3:3])[CH3:2].[H-].[Na+].CCl.[Cl-].[NH4+]. Given the product [C:1]([O:5][C:6]([N:8]1[CH2:12][CH2:11][CH2:10][CH2:9]1)=[O:7])([CH3:4])([CH3:2])[CH3:3], predict the reactants needed to synthesize it.